This data is from Peptide-MHC class I binding affinity with 185,985 pairs from IEDB/IMGT. The task is: Regression. Given a peptide amino acid sequence and an MHC pseudo amino acid sequence, predict their binding affinity value. This is MHC class I binding data. (1) The peptide sequence is QQQQGQTVTK. The MHC is HLA-A03:01 with pseudo-sequence HLA-A03:01. The binding affinity (normalized) is 0.147. (2) The peptide sequence is NSGPDDQIGY. The MHC is HLA-A30:02 with pseudo-sequence HLA-A30:02. The binding affinity (normalized) is 0.185. (3) The peptide sequence is ISDYDYYRY. The MHC is HLA-B58:01 with pseudo-sequence HLA-B58:01. The binding affinity (normalized) is 0.316. (4) The peptide sequence is FLARAIVFV. The MHC is HLA-A68:02 with pseudo-sequence HLA-A68:02. The binding affinity (normalized) is 0.802.